Predict the product of the given reaction. From a dataset of Forward reaction prediction with 1.9M reactions from USPTO patents (1976-2016). (1) Given the reactants [Br:1][C:2]1[CH:10]=[CH:9][C:8]([O:11][CH3:12])=[CH:7][C:3]=1[C:4]([OH:6])=O.F[P-](F)(F)(F)(F)F.N1(OC(N(C)C)=[N+](C)C)C2N=CC=CC=2N=N1.C(N(CC)CC)C.Cl.[CH2:45]([O:47][C:48](=[O:70])[C@@H:49]([NH2:69])[CH2:50][C:51]1[CH:56]=[CH:55][C:54]([C:57]2[C:62]([O:63][CH3:64])=[CH:61][C:60]([C:65]#[N:66])=[CH:59][C:58]=2[O:67][CH3:68])=[CH:53][CH:52]=1)[CH3:46], predict the reaction product. The product is: [CH2:45]([O:47][C:48](=[O:70])[C@@H:49]([NH:69][C:4]([C:3]1[CH:7]=[C:8]([O:11][CH3:12])[CH:9]=[CH:10][C:2]=1[Br:1])=[O:6])[CH2:50][C:51]1[CH:56]=[CH:55][C:54]([C:57]2[C:58]([O:67][CH3:68])=[CH:59][C:60]([C:65]#[N:66])=[CH:61][C:62]=2[O:63][CH3:64])=[CH:53][CH:52]=1)[CH3:46]. (2) Given the reactants [Cl:1][C:2]1[S:6][C:5]([C:7]([OH:9])=O)=[CH:4][CH:3]=1.C(Cl)(=O)C(Cl)=O.[N:16]1C=C[CH:19]=[CH:18][CH:17]=1.C(N)C=C, predict the reaction product. The product is: [CH2:17]([NH:16][C:7]([C:5]1[S:6][C:2]([Cl:1])=[CH:3][CH:4]=1)=[O:9])[CH:18]=[CH2:19].